This data is from Forward reaction prediction with 1.9M reactions from USPTO patents (1976-2016). The task is: Predict the product of the given reaction. Given the reactants [OH-].[K+].[CH3:3][C:4]1[NH:5][CH:6]=[C:7]([CH3:12])[C:8]=1[C:9](=[O:11])[CH3:10].O.[CH3:14]S(C)=O, predict the reaction product. The product is: [CH3:14][N:5]1[CH:6]=[C:7]([CH3:12])[C:8]([C:9](=[O:11])[CH3:10])=[C:4]1[CH3:3].